Dataset: Full USPTO retrosynthesis dataset with 1.9M reactions from patents (1976-2016). Task: Predict the reactants needed to synthesize the given product. (1) Given the product [CH2:1]([N:8]1[C:20]2[CH:19]=[C:18]([C:21]3[C:22]([CH3:27])=[N:23][O:24][C:25]=3[CH3:26])[CH:17]=[C:16]([C:28]([NH2:30])=[O:29])[C:15]=2[C:14]2[C:9]1=[CH:10][CH:11]=[C:12]([OH:31])[CH:13]=2)[C:2]1[CH:3]=[CH:4][CH:5]=[CH:6][CH:7]=1, predict the reactants needed to synthesize it. The reactants are: [CH2:1]([N:8]1[C:20]2[CH:19]=[C:18]([C:21]3[C:22]([CH3:27])=[N:23][O:24][C:25]=3[CH3:26])[CH:17]=[C:16]([C:28]([NH2:30])=[O:29])[C:15]=2[C:14]2[C:9]1=[CH:10][CH:11]=[C:12]([O:31]C)[CH:13]=2)[C:2]1[CH:7]=[CH:6][CH:5]=[CH:4][CH:3]=1.B(Br)(Br)Br. (2) Given the product [CH2:1]([O:5][C:6]1[C:15]2[C:10](=[CH:11][C:12]([F:16])=[CH:13][CH:14]=2)[C:9](=[O:17])[N:8]([CH2:18][C:19]([CH3:22])([CH3:21])[CH3:20])[C:7]=1[CH2:23][Cl:27])[CH2:2][CH2:3][CH3:4], predict the reactants needed to synthesize it. The reactants are: [CH2:1]([O:5][C:6]1[C:15]2[C:10](=[CH:11][C:12]([F:16])=[CH:13][CH:14]=2)[C:9](=[O:17])[N:8]([CH2:18][C:19]([CH3:22])([CH3:21])[CH3:20])[C:7]=1[CH2:23]O)[CH2:2][CH2:3][CH3:4].S(Cl)([Cl:27])=O.C(=O)([O-])O.[Na+]. (3) Given the product [CH2:8]([O:7][C:5]([C:4]1[CH:10]=[CH:11][C:12]2[N:13]([CH2:14][CH:15]3[CH2:20][O:19][CH2:18][CH2:17][O:16]3)[C:57]([C:46]3[CH:45]=[CH:44][C:56]4[N:55]([CH2:22][CH3:23])[C:54]5[C:49]([C:48]=4[CH:47]=3)=[CH:50][CH:51]=[CH:52][CH:53]=5)=[N:1][C:2]=2[CH:3]=1)=[O:6])[CH3:9], predict the reactants needed to synthesize it. The reactants are: [NH2:1][C:2]1[CH:3]=[C:4]([CH:10]=[CH:11][C:12]=1[NH:13][CH2:14][CH:15]1[CH2:20][O:19][CH2:18][CH2:17][O:16]1)[C:5]([O:7][CH2:8][CH3:9])=[O:6].O1CCO[CH2:23][CH:22]1CN.ClC1C=CC(C(OCC)=O)=CC=1[N+]([O-])=O.[CH:44]1[C:56]2[NH:55][C:54]3[C:49](=[CH:50][CH:51]=[CH:52][CH:53]=3)[C:48]=2[CH:47]=[C:46]([CH:57]=O)[CH:45]=1.